Dataset: Forward reaction prediction with 1.9M reactions from USPTO patents (1976-2016). Task: Predict the product of the given reaction. (1) Given the reactants Cl[CH2:2][C:3]([C@@H:5]1[CH2:10][CH2:9][CH2:8][CH2:7][C@H:6]1[C:11]([O:13][CH3:14])=[O:12])=O.[O:15]1[CH2:20][CH2:19][CH:18]([C:21](=[S:23])[NH2:22])[CH2:17][CH2:16]1, predict the reaction product. The product is: [O:15]1[CH2:20][CH2:19][CH:18]([C:21]2[S:23][CH:2]=[C:3]([C@@H:5]3[CH2:10][CH2:9][CH2:8][CH2:7][C@H:6]3[C:11]([O:13][CH3:14])=[O:12])[N:22]=2)[CH2:17][CH2:16]1. (2) Given the reactants [CH2:1]1[C:10]2[C:5](=[CH:6][C:7]([C:11]([O:13][CH3:14])=[O:12])=[CH:8][CH:9]=2)[CH2:4][CH2:3][CH:2]1[C:15]([O:17][CH3:18])=[O:16].C[Si]([N-][Si](C)(C)C)(C)C.[Na+].[CH2:29](Br)[CH:30]=[CH2:31], predict the reaction product. The product is: [CH2:31]([C:7]1([C:11]([O:13][CH3:14])=[O:12])[CH2:8][CH2:9][C:10]2[C:5](=[CH:4][CH:3]=[C:2]([C:15]([O:17][CH3:18])=[O:16])[CH:1]=2)[CH2:6]1)[CH:30]=[CH2:29]. (3) Given the reactants [CH3:1][C:2]1[CH2:7][CH2:6][N:5]([C:8]2[S:9][CH:10]=[CH:11][N:12]=2)[CH2:4][C:3]=1[C:13]1[CH:19]=[CH:18][C:16]([NH2:17])=[CH:15][CH:14]=1.C(N(CC)CC)C.[F:27][C:28]1[CH:36]=[C:35]([F:37])[CH:34]=[C:33]([F:38])[C:29]=1[C:30](Cl)=[O:31], predict the reaction product. The product is: [F:27][C:28]1[CH:36]=[C:35]([F:37])[CH:34]=[C:33]([F:38])[C:29]=1[C:30]([NH:17][C:16]1[CH:15]=[CH:14][C:13]([C:3]2[CH2:4][N:5]([C:8]3[S:9][CH:10]=[CH:11][N:12]=3)[CH2:6][CH2:7][C:2]=2[CH3:1])=[CH:19][CH:18]=1)=[O:31]. (4) Given the reactants [NH:1]([C:3]1[CH:12]=[CH:11][CH:10]=[C:9]2[C:4]=1[CH:5]=[CH:6][CH:7]=[N:8]2)[NH2:2].[C:13]12([CH2:23][CH2:24][C:25](Cl)=[O:26])[CH2:22][CH:17]3[CH2:18][CH:19]([CH2:21][CH:15]([CH2:16]3)[CH2:14]1)[CH2:20]2, predict the reaction product. The product is: [C:13]12([CH2:23][CH2:24][C:25]([NH:2][NH:1][C:3]3[CH:12]=[CH:11][CH:10]=[C:9]4[C:4]=3[CH:5]=[CH:6][CH:7]=[N:8]4)=[O:26])[CH2:20][CH:19]3[CH2:18][CH:17]([CH2:16][CH:15]([CH2:21]3)[CH2:14]1)[CH2:22]2. (5) The product is: [C:16]([N:13]1[CH2:14][CH2:15][N:10]([CH2:9][C:6]2[CH:5]=[CH:4][N:3]=[C:2]([NH2:84])[C:7]=2[F:8])[CH2:11][CH2:12]1)(=[O:18])[CH3:17]. Given the reactants Cl[C:2]1[C:7]([F:8])=[C:6]([CH2:9][N:10]2[CH2:15][CH2:14][N:13]([C:16](=[O:18])[CH3:17])[CH2:12][CH2:11]2)[CH:5]=[CH:4][N:3]=1.CC([O-])(C)C.[Na+].C1C=CC(P(C2C(C3C(P(C4C=CC=CC=4)C4C=CC=CC=4)=CC=C4C=3C=CC=C4)=C3C(C=CC=C3)=CC=2)C2C=CC=CC=2)=CC=1.C(=[NH:84])(C1C=CC=CC=1)C1C=CC=CC=1.Cl.C1COCC1, predict the reaction product. (6) Given the reactants [CH2:1]([O:8][C:9]1[CH:17]=[CH:16][C:12]([CH2:13][C:14]#[N:15])=[CH:11][CH:10]=1)[C:2]1[CH:7]=[CH:6][CH:5]=[CH:4][CH:3]=1.[O-]CC.[Na+].[C:22](=O)([O:26]CC)[O:23][CH2:24][CH3:25], predict the reaction product. The product is: [CH2:1]([O:8][C:9]1[CH:10]=[CH:11][C:12]([CH:13]([C:14]#[N:15])[C:22]([O:23][CH2:24][CH3:25])=[O:26])=[CH:16][CH:17]=1)[C:2]1[CH:3]=[CH:4][CH:5]=[CH:6][CH:7]=1. (7) Given the reactants [OH:1][C:2]([C:4]([F:7])([F:6])[F:5])=[O:3].[F:8][CH:9]([F:37])[CH2:10][NH:11][C:12]1[N:13]=[C:14]2[CH2:36][CH2:35][NH:34][CH2:33][C:15]2=[N:16][C:17]=1[N:18]1[CH2:23][CH2:22][CH:21]([O:24][C:25]2[CH:30]=[CH:29][C:28]([F:31])=[CH:27][C:26]=2[F:32])[CH2:20][CH2:19]1.CCN(C(C)C)C(C)C.[CH3:47][O:48][CH2:49][C:50](Cl)=[O:51], predict the reaction product. The product is: [F:37][CH:9]([F:8])[CH2:10][NH:11][C:12]1[N:13]=[C:14]2[CH2:36][CH2:35][N:34]([C:50](=[O:51])[CH2:49][O:48][CH3:47])[CH2:33][C:15]2=[N:16][C:17]=1[N:18]1[CH2:19][CH2:20][CH:21]([O:24][C:25]2[CH:30]=[CH:29][C:28]([F:31])=[CH:27][C:26]=2[F:32])[CH2:22][CH2:23]1.[C:2]([OH:3])([C:4]([F:7])([F:6])[F:5])=[O:1]. (8) Given the reactants [C:1]([C:4]1[N:8]2[CH2:9][CH2:10][N:11]([CH3:25])[C:12]3([CH2:17][CH2:16][N:15](C(OC(C)(C)C)=O)[CH2:14][CH2:13]3)[C:7]2=[CH:6][CH:5]=1)(=[O:3])[CH3:2].[ClH:26].O1CCOCC1, predict the reaction product. The product is: [ClH:26].[ClH:26].[CH3:25][N:11]1[C:12]2([CH2:17][CH2:16][NH:15][CH2:14][CH2:13]2)[C:7]2=[CH:6][CH:5]=[C:4]([C:1](=[O:3])[CH3:2])[N:8]2[CH2:9][CH2:10]1. (9) Given the reactants [CH3:1][S:2][C:3]1[CH:24]=[CH:23][C:6]([C:7]([N:9]2[CH2:14][CH2:13][CH:12]([C:15]3[CH:22]=[CH:21][C:18]([C:19]#[N:20])=[CH:17][CH:16]=3)[CH2:11][CH2:10]2)=[O:8])=[CH:5][C:4]=1[N+:25]([O-])=O, predict the reaction product. The product is: [NH2:25][C:4]1[CH:5]=[C:6]([CH:23]=[CH:24][C:3]=1[S:2][CH3:1])[C:7]([N:9]1[CH2:14][CH2:13][CH:12]([C:15]2[CH:22]=[CH:21][C:18]([C:19]#[N:20])=[CH:17][CH:16]=2)[CH2:11][CH2:10]1)=[O:8]. (10) Given the reactants [C:1]1([CH:13]2[CH:18]([CH3:19])[CH2:17][CH2:16][N:15](C(OC(C)(C)C)=O)[CH2:14]2)[N:5]2[C:6]3[CH:12]=[CH:11][NH:10][C:7]=3[N:8]=[CH:9][C:4]2=[CH:3][N:2]=1.[ClH:27], predict the reaction product. The product is: [ClH:27].[CH3:19][CH:18]1[CH2:17][CH2:16][NH:15][CH2:14][CH:13]1[C:1]1[N:5]2[C:6]3[CH:12]=[CH:11][NH:10][C:7]=3[N:8]=[CH:9][C:4]2=[CH:3][N:2]=1.